Dataset: Catalyst prediction with 721,799 reactions and 888 catalyst types from USPTO. Task: Predict which catalyst facilitates the given reaction. (1) Reactant: [CH3:1][O:2][C:3]1[CH:8]=[C:7]([O:9][C:10]([F:13])([F:12])[F:11])[CH:6]=[CH:5][C:4]=1[C:14]1[N:19]=[C:18]2[NH:20][N:21]=[C:22]([OH:23])[C:17]2=[N:16][C:15]=1[CH3:24].[C:25]([O-])([O-])=O.[K+].[K+].CI. Product: [CH3:1][O:2][C:3]1[CH:8]=[C:7]([O:9][C:10]([F:12])([F:13])[F:11])[CH:6]=[CH:5][C:4]=1[C:14]1[N:19]=[C:18]2[N:20]([CH3:25])[N:21]=[C:22]([OH:23])[C:17]2=[N:16][C:15]=1[CH3:24]. The catalyst class is: 3. (2) Reactant: [C:1]1(=[O:11])[NH:5][C:4](=[O:6])[C:3]2=[CH:7][CH:8]=[CH:9][CH:10]=[C:2]12.[CH2:12]([N:19]([CH2:24][C:25]1[CH:30]=[CH:29][CH:28]=[CH:27][CH:26]=1)[C@@H:20]([CH3:23])[CH2:21]O)[C:13]1[CH:18]=[CH:17][CH:16]=[CH:15][CH:14]=1.C1C=CC(P(C2C=CC=CC=2)C2C=CC=CC=2)=CC=1.CCOC(/N=N/C(OCC)=O)=O. Product: [CH2:24]([N:19]([CH2:12][C:13]1[CH:14]=[CH:15][CH:16]=[CH:17][CH:18]=1)[C@@H:20]([CH3:23])[CH2:21][N:5]1[C:1](=[O:11])[C:2]2[C:3](=[CH:7][CH:8]=[CH:9][CH:10]=2)[C:4]1=[O:6])[C:25]1[CH:30]=[CH:29][CH:28]=[CH:27][CH:26]=1. The catalyst class is: 1.